Dataset: Full USPTO retrosynthesis dataset with 1.9M reactions from patents (1976-2016). Task: Predict the reactants needed to synthesize the given product. Given the product [NH2:1][C:2]1[C:3]([C:4]([O:6][CH2:7][CH3:8])=[O:5])=[CH:9][C:10]([C:14]([F:17])([F:16])[F:15])=[C:11]([CH2:31][N:28]2[CH2:29][CH2:30][N:25]([C:23]([O:22][C:18]([CH3:21])([CH3:20])[CH3:19])=[O:24])[CH2:26][CH2:27]2)[CH:12]=1, predict the reactants needed to synthesize it. The reactants are: [NH2:1][C:2]1[CH:12]=[C:11](Cl)[C:10]([C:14]([F:17])([F:16])[F:15])=[CH:9][C:3]=1[C:4]([O:6][CH2:7][CH3:8])=[O:5].[C:18]([O:22][C:23]([N:25]1[CH2:30][CH2:29][N:28]([CH2:31][B-](F)(F)F)[CH2:27][CH2:26]1)=[O:24])([CH3:21])([CH3:20])[CH3:19].[K+].CC(C1C=C(C(C)C)C(C2C=CC=CC=2P(C2CCCCC2)C2CCCCC2)=C(C(C)C)C=1)C.C(=O)([O-])[O-].[Cs+].[Cs+].